Dataset: Forward reaction prediction with 1.9M reactions from USPTO patents (1976-2016). Task: Predict the product of the given reaction. (1) The product is: [Cl:5][C:6]1[CH:11]=[CH:10][CH:9]=[CH:8][C:7]=1[N:12]1[CH2:38][CH2:37][C:14]2([CH2:18][N:17]([C:19]3[S:20][C:21]([C:24]4[N:25]=[N:26][N:27]([CH2:29][C:30]([OH:32])=[O:31])[N:28]=4)=[CH:22][N:23]=3)[CH2:16][CH2:15]2)[CH2:13]1. Given the reactants O.C(O)=O.[Cl:5][C:6]1[CH:11]=[CH:10][CH:9]=[CH:8][C:7]=1[N:12]1[CH2:38][CH2:37][C:14]2([CH2:18][N:17]([C:19]3[S:20][C:21]([C:24]4[N:25]=[N:26][N:27]([CH2:29][C:30]([O:32]C(C)(C)C)=[O:31])[N:28]=4)=[CH:22][N:23]=3)[CH2:16][CH2:15]2)[CH2:13]1, predict the reaction product. (2) Given the reactants C([O:8][C:9]1[C:18]([CH3:19])=[C:17]2[C:12]([C:13](=[O:35])[C:14]([CH3:34])=[C:15]([CH:20]3[CH2:23][N:22](C(OCC4C=CC=CC=4)=O)[CH2:21]3)[O:16]2)=[CH:11][CH:10]=1)C1C=CC=CC=1.ClCCl, predict the reaction product. The product is: [NH:22]1[CH2:23][CH:20]([C:15]2[O:16][C:17]3[C:12]([C:13](=[O:35])[C:14]=2[CH3:34])=[CH:11][CH:10]=[C:9]([OH:8])[C:18]=3[CH3:19])[CH2:21]1.